From a dataset of Peptide-MHC class I binding affinity with 185,985 pairs from IEDB/IMGT. Regression. Given a peptide amino acid sequence and an MHC pseudo amino acid sequence, predict their binding affinity value. This is MHC class I binding data. (1) The peptide sequence is AVEVGSIRCV. The MHC is HLA-A02:06 with pseudo-sequence HLA-A02:06. The binding affinity (normalized) is 0.334. (2) The MHC is HLA-A68:02 with pseudo-sequence HLA-A68:02. The peptide sequence is DITNILGGV. The binding affinity (normalized) is 0.771. (3) The binding affinity (normalized) is 0. The peptide sequence is ETINEEAADW. The MHC is HLA-B45:01 with pseudo-sequence HLA-B45:01. (4) The peptide sequence is AYISSEATTPH. The MHC is Patr-A0901 with pseudo-sequence Patr-A0901. The binding affinity (normalized) is 0.0968. (5) The peptide sequence is RKLGWWLKL. The MHC is HLA-B27:05 with pseudo-sequence HLA-B27:05. The binding affinity (normalized) is 0.898. (6) The peptide sequence is RLRQLPKKK. The MHC is HLA-B15:01 with pseudo-sequence HLA-B15:01. The binding affinity (normalized) is 0.0847.